Dataset: hERG potassium channel inhibition data for cardiac toxicity prediction from Karim et al.. Task: Regression/Classification. Given a drug SMILES string, predict its toxicity properties. Task type varies by dataset: regression for continuous values (e.g., LD50, hERG inhibition percentage) or binary classification for toxic/non-toxic outcomes (e.g., AMES mutagenicity, cardiotoxicity, hepatotoxicity). Dataset: herg_karim. (1) The compound is COCCc1ccc(Cl)c(CN(C(=O)C2CNCCC2(O)c2ccc(F)c(F)c2)C2CC2)c1. The result is 1 (blocker). (2) The compound is C[C@H]1[C@H](/C=C/c2ccc(-c3cccc(F)c3)cn2)[C@@H]2[C@@H](C)OC(=O)[C@]2(CC(N)=O)CC1(F)F. The result is 0 (non-blocker). (3) The drug is CCN(CC)CCOc1ccc(/C(=C(\Cl)c2ccccc2)c2ccccc2)cc1. The result is 1 (blocker).